From a dataset of Forward reaction prediction with 1.9M reactions from USPTO patents (1976-2016). Predict the product of the given reaction. (1) Given the reactants [CH2:1]([O:3][C:4]([C:6]1[C:7](=[O:18])[O:8][C:9]2[C:14]([CH:15]=1)=[CH:13][C:12]([Cl:16])=[C:11]([OH:17])[CH:10]=2)=[O:5])[CH3:2].[N+:19]([O-])([OH:21])=[O:20], predict the reaction product. The product is: [CH2:1]([O:3][C:4]([C:6]1[C:7](=[O:18])[O:8][C:9]2[C:14]([CH:15]=1)=[CH:13][C:12]([Cl:16])=[C:11]([OH:17])[C:10]=2[N+:19]([O-:21])=[O:20])=[O:5])[CH3:2]. (2) Given the reactants [CH:1]([N:14]1[C:22]2[C:17](=[CH:18][C:19]([Cl:23])=[CH:20][CH:21]=2)[C:16]([CH2:24][CH2:25][O:26][C:27]2[CH:35]=[CH:34][C:30]([C:31]([OH:33])=[O:32])=[CH:29][CH:28]=2)=[C:15]1[CH2:36][CH2:37][NH:38][S:39]([CH2:42][C:43]1[CH:48]=[CH:47][CH:46]=[CH:45][CH:44]=1)(=[O:41])=[O:40])([C:8]1[CH:13]=[CH:12][CH:11]=[CH:10][CH:9]=1)[C:2]1[CH:7]=[CH:6][CH:5]=[CH:4][CH:3]=1.[CH2:49]([N:51]([CH2:66][CH3:67])[S:52](C1C=CC(CS(Cl)(=O)=O)=CC=1)(=[O:54])=[O:53])[CH3:50], predict the reaction product. The product is: [CH:1]([N:14]1[C:22]2[C:17](=[CH:18][C:19]([Cl:23])=[CH:20][CH:21]=2)[C:16]([CH2:24][CH2:25][O:26][C:27]2[CH:28]=[CH:29][C:30]([C:31]([OH:33])=[O:32])=[CH:34][CH:35]=2)=[C:15]1[CH2:36][CH2:37][NH:38][S:39]([CH2:42][C:43]1[CH:44]=[CH:45][C:46]([S:52](=[O:54])(=[O:53])[N:51]([CH2:66][CH3:67])[CH2:49][CH3:50])=[CH:47][CH:48]=1)(=[O:41])=[O:40])([C:2]1[CH:7]=[CH:6][CH:5]=[CH:4][CH:3]=1)[C:8]1[CH:9]=[CH:10][CH:11]=[CH:12][CH:13]=1. (3) Given the reactants [Br:1][C:2]1[CH:7]=[CH:6][C:5]([CH:8]([CH2:23][OH:24])[CH2:9][CH2:10][CH:11]=[CH:12][C:13]([O:15][CH2:16][C:17]2[CH:22]=[CH:21][CH:20]=[CH:19][CH:18]=2)=[O:14])=[CH:4][CH:3]=1.[H-].[Na+], predict the reaction product. The product is: [Br:1][C:2]1[CH:3]=[CH:4][C:5]([CH:8]2[CH2:23][O:24][CH:11]([CH2:12][C:13]([O:15][CH2:16][C:17]3[CH:22]=[CH:21][CH:20]=[CH:19][CH:18]=3)=[O:14])[CH2:10][CH2:9]2)=[CH:6][CH:7]=1. (4) Given the reactants CC(OC([N:8]1[CH2:13][CH2:12][CH:11]([CH2:14][C:15]2[CH:16]=[C:17]([C:21]([NH:23][CH2:24][C:25]3[CH:26]=[CH:27][C:28]([F:52])=[C:29]([C:31]4[CH:36]=[CH:35][CH:34]=[C:33]([CH2:37][N:38]5[CH2:43][CH2:42][N:41](C(OC(C)(C)C)=O)[C@@H:40]([CH3:51])[CH2:39]5)[CH:32]=4)[CH:30]=3)=[O:22])[CH:18]=[CH:19][CH:20]=2)[CH2:10][CH2:9]1)=O)(C)C.[H-].[Na+].Br[CH2:56][CH:57]1[CH2:59][CH2:58]1, predict the reaction product. The product is: [CH:59]1([CH2:58][N:23]([CH2:24][C:25]2[CH:30]=[C:29]([C:31]3[CH:36]=[CH:35][CH:34]=[C:33]([CH2:37][N:38]4[CH2:43][CH2:42][NH:41][C@@H:40]([CH3:51])[CH2:39]4)[CH:32]=3)[C:28]([F:52])=[CH:27][CH:26]=2)[C:21](=[O:22])[C:17]2[CH:18]=[CH:19][CH:20]=[C:15]([CH2:14][CH:11]3[CH2:10][CH2:9][NH:8][CH2:13][CH2:12]3)[CH:16]=2)[CH2:57][CH2:56]1. (5) Given the reactants [NH2:1][C:2]1[C:7]([NH2:8])=[CH:6][C:5]([C:9]2[C:10]([CH3:15])=[N:11][O:12][C:13]=2[CH3:14])=[CH:4][C:3]=1[S:16]([NH:19][CH:20]1[CH2:24][CH2:23][CH2:22][CH2:21]1)(=[O:18])=[O:17].C1N=CN([C:30](N2C=NC=C2)=[O:31])C=1, predict the reaction product. The product is: [CH:20]1([NH:19][S:16]([C:3]2[C:2]3[NH:1][C:30](=[O:31])[NH:8][C:7]=3[CH:6]=[C:5]([C:9]3[C:10]([CH3:15])=[N:11][O:12][C:13]=3[CH3:14])[CH:4]=2)(=[O:17])=[O:18])[CH2:24][CH2:23][CH2:22][CH2:21]1. (6) Given the reactants C([O:8][C:9]([NH:11][CH2:12][CH2:13][S:14]([NH2:17])(=[O:16])=[O:15])=O)C1C=CC=CC=1.CO, predict the reaction product. The product is: [CH:9]([NH:11][CH2:12][CH2:13][S:14]([NH2:17])(=[O:16])=[O:15])=[O:8]. (7) The product is: [CH2:1]([O:8][C:9]([C:11]1[CH:20]=[C:19]([O:21][CH2:22][C:23]2[CH:28]=[CH:27][CH:26]=[CH:25][CH:24]=2)[C:18]2[C:13](=[C:14]([N:37]3[CH2:42][CH2:41][CH2:40][CH2:39][CH2:38]3)[CH:15]=[CH:16][CH:17]=2)[N:12]=1)=[O:10])[C:2]1[CH:7]=[CH:6][CH:5]=[CH:4][CH:3]=1. Given the reactants [CH2:1]([O:8][C:9]([C:11]1[CH:20]=[C:19]([O:21][CH2:22][C:23]2[CH:28]=[CH:27][CH:26]=[CH:25][CH:24]=2)[C:18]2[C:13](=[C:14](Br)[CH:15]=[CH:16][CH:17]=2)[N:12]=1)=[O:10])[C:2]1[CH:7]=[CH:6][CH:5]=[CH:4][CH:3]=1.CN1CCNCC1.[NH:37]1[CH2:42][CH2:41][CH2:40][CH2:39][CH2:38]1, predict the reaction product.